From a dataset of Peptide-MHC class II binding affinity with 134,281 pairs from IEDB. Regression. Given a peptide amino acid sequence and an MHC pseudo amino acid sequence, predict their binding affinity value. This is MHC class II binding data. (1) The peptide sequence is VLAIVALVVATIIAI. The MHC is DRB1_0101 with pseudo-sequence DRB1_0101. The binding affinity (normalized) is 0.354. (2) The peptide sequence is EKSYFAATQFEPLAA. The MHC is HLA-DQA10101-DQB10501 with pseudo-sequence HLA-DQA10101-DQB10501. The binding affinity (normalized) is 0.445. (3) The peptide sequence is IKKYFAATQFEPLAA. The binding affinity (normalized) is 0.758. The MHC is DRB1_1001 with pseudo-sequence DRB1_1001. (4) The peptide sequence is TPEKEEPTAAPAEPE. The MHC is DRB1_0401 with pseudo-sequence DRB1_0401. The binding affinity (normalized) is 0.0553.